Regression. Given a target protein amino acid sequence and a drug SMILES string, predict the binding affinity score between them. We predict pIC50 (pIC50 = -log10(IC50 in M); higher means more potent). Dataset: bindingdb_ic50. From a dataset of Drug-target binding data from BindingDB using IC50 measurements. The drug is CC[C@@H](Oc1cccc(Cn2c(C)c(C(=O)c3ccc(Cl)cc3)c3ccc(OC(F)(F)F)cc32)c1)C(=O)O. The target protein (Q8N118) has sequence MEFSWLETRWARPFYLAFVFCLALGLLQAIKLYLRRQRLLRDLRPFPAPPTHWFLGHQKFIQDDNMEKLEEIIEKYPRAFPFWIGPFQAFFCIYDPDYAKTLLSRTDPKSQYLQKFSPPLLGKGLAALDGPKWFQHRRLLTPGFHFNILKAYIEVMAHSVKMMLDKWEKICSTQDTSVEVYEHINSMSLDIIMKCAFSKETNCQTNSTHDPYAKAIFELSKIIFHRLYSLLYHSDIIFKLSPQGYRFQKLSRVLNQYTDTIIQERKKSLQAGVKQDNTPKRKYQDFLDIVLSAKDESGSSFSDIDVHSEVSTFLLAGHDTLAASISWILYCLALNPEHQERCREEVRGILGDGSSITWDQLGEMSYTTMCIKETCRLIPAVPSISRDLSKPLTFPDGCTLPAGITVVLSIWGLHHNPAVWKNPKVFDPLRFSQENSDQRHPYAYLPFSAGSRNCIGQEFAMIELKVTIALILLHFRVTPDPTRPLTFPNHFILKPKNGMY.... The pIC50 is 4.6.